From a dataset of Catalyst prediction with 721,799 reactions and 888 catalyst types from USPTO. Predict which catalyst facilitates the given reaction. (1) Reactant: [Cl:1][C:2]1[CH:7]=[CH:6][C:5]([S:8][CH2:9][CH2:10][C:11]([O:13]C)=[O:12])=[C:4]([NH:15][S:16]([C:19]2[CH:24]=[CH:23][C:22]([Cl:25])=[CH:21][C:20]=2[F:26])(=[O:18])=[O:17])[CH:3]=1.O[Li].O.Cl. Product: [Cl:1][C:2]1[CH:7]=[CH:6][C:5]([S:8][CH2:9][CH2:10][C:11]([OH:13])=[O:12])=[C:4]([NH:15][S:16]([C:19]2[CH:24]=[CH:23][C:22]([Cl:25])=[CH:21][C:20]=2[F:26])(=[O:18])=[O:17])[CH:3]=1. The catalyst class is: 20. (2) Reactant: C1([O:7][C:8](=O)[NH:9][CH2:10][CH:11]2[CH2:16][CH2:15][C:14]([N:23]([CH3:25])[CH3:24])([C:17]3[CH:22]=[CH:21][CH:20]=[CH:19][CH:18]=3)[CH2:13][CH2:12]2)C=CC=CC=1.[NH:27]1[CH2:32][CH2:31][CH:30]([C:33]2[C:41]3[C:36](=[CH:37][CH:38]=[CH:39][CH:40]=3)[NH:35][CH:34]=2)[CH2:29][CH2:28]1. Product: [CH3:24][N:23]([CH3:25])[C:14]1([C:17]2[CH:18]=[CH:19][CH:20]=[CH:21][CH:22]=2)[CH2:15][CH2:16][CH:11]([CH2:10][NH:9][C:8]([N:27]2[CH2:32][CH2:31][CH:30]([C:33]3[C:41]4[C:36](=[CH:37][CH:38]=[CH:39][CH:40]=4)[NH:35][CH:34]=3)[CH2:29][CH2:28]2)=[O:7])[CH2:12][CH2:13]1. The catalyst class is: 12. (3) Reactant: Cl[CH2:2][CH2:3][CH2:4][CH2:5][N:6]1[C:10]2[CH:11]=[C:12]([CH3:16])[C:13]([CH3:15])=[CH:14][C:9]=2[N:8]=[N:7]1.[F:17][C:18]([F:32])([F:31])[C:19]1[CH:20]=[C:21]([N:25]2[CH2:30][CH2:29][NH:28][CH2:27][CH2:26]2)[CH:22]=[CH:23][CH:24]=1.C(N(C(C)C)CC)(C)C.[I-].[K+]. Product: [CH3:15][C:13]1[C:12]([CH3:16])=[CH:11][C:10]2[N:6]([CH2:5][CH2:4][CH2:3][CH2:2][N:28]3[CH2:27][CH2:26][N:25]([C:21]4[CH:22]=[CH:23][CH:24]=[C:19]([C:18]([F:31])([F:32])[F:17])[CH:20]=4)[CH2:30][CH2:29]3)[N:7]=[N:8][C:9]=2[CH:14]=1. The catalyst class is: 10. (4) Product: [CH3:1][O:2][CH2:3][C:4]1[N:5]=[CH:6][C:7]([O:10][C:11]2[CH:16]=[CH:15][C:14]([NH2:17])=[C:13]([O:20][CH:21]([CH3:23])[CH3:22])[CH:12]=2)=[CH:8][CH:9]=1. Reactant: [CH3:1][O:2][CH2:3][C:4]1[CH:9]=[CH:8][C:7]([O:10][C:11]2[CH:16]=[CH:15][C:14]([N+:17]([O-])=O)=[C:13]([O:20][CH:21]([CH3:23])[CH3:22])[CH:12]=2)=[CH:6][N:5]=1.[Cl-].[Ca+2].[Cl-].C(O)C. The catalyst class is: 150.